From a dataset of Forward reaction prediction with 1.9M reactions from USPTO patents (1976-2016). Predict the product of the given reaction. (1) Given the reactants [Cl:1][C:2]1[CH:3]=[C:4]([NH:17][C:18]2[C:27]3[C:22](=[CH:23][CH:24]=[C:25]([NH2:28])[CH:26]=3)[N:21]=[CH:20][N:19]=2)[CH:5]=[CH:6][C:7]=1[O:8][CH2:9][C:10]1[CH:15]=[CH:14][CH:13]=[C:12]([F:16])[CH:11]=1.[CH3:29][N:30]1[CH2:34][CH2:33][CH2:32][C:31]1=O.P(Cl)(Cl)(Cl)=O.CCN(CC)CC, predict the reaction product. The product is: [Cl:1][C:2]1[CH:3]=[C:4]([NH:17][C:18]2[C:27]3[C:22](=[CH:23][CH:24]=[C:25]([N:28]=[C:31]4[CH2:32][CH2:33][CH2:34][N:30]4[CH3:29])[CH:26]=3)[N:21]=[CH:20][N:19]=2)[CH:5]=[CH:6][C:7]=1[O:8][CH2:9][C:10]1[CH:15]=[CH:14][CH:13]=[C:12]([F:16])[CH:11]=1. (2) Given the reactants [OH:1][CH2:2][CH2:3][CH2:4][C@@:5]1([C:22]2[CH:27]=[CH:26][CH:25]=[CH:24][CH:23]=2)[O:10][C:9](=[O:11])[N:8]([C@H:12]([C:14]2[CH:19]=[CH:18][C:17]([CH:20]=[CH2:21])=[CH:16][CH:15]=2)[CH3:13])[CH2:7][CH2:6]1.[OH2:28].O=O, predict the reaction product. The product is: [C:20]([C:17]1[CH:16]=[CH:15][C:14]([C@@H:12]([N:8]2[CH2:7][CH2:6][C@:5]([CH2:4][CH2:3][CH2:2][OH:1])([C:22]3[CH:27]=[CH:26][CH:25]=[CH:24][CH:23]=3)[O:10][C:9]2=[O:11])[CH3:13])=[CH:19][CH:18]=1)(=[O:28])[CH3:21].